Dataset: Reaction yield outcomes from USPTO patents with 853,638 reactions. Task: Predict the reaction yield, written as a fraction of the theoretical maximum amount of product (1.0 means a 100% yield; for example, 0.34 means a 34% yield). (1) The reactants are [NH:1]1[C:5]2[CH:6]=[CH:7][CH:8]=[CH:9][C:4]=2[N:3]=[C:2]1[S:10][C:11]1[O:15][C:14]([CH:16]=O)=[CH:13][CH:12]=1.C1(P(C2C=CC=CC=2)(C2C=CC=CC=2)=[C:25]2[CH2:29][C:28](=[O:30])[NH:27][C:26]2=[O:31])C=CC=CC=1. The catalyst is CCO. The product is [NH:3]1[C:4]2[CH:9]=[CH:8][CH:7]=[CH:6][C:5]=2[N:1]=[C:2]1[S:10][C:11]1[O:15][C:14](/[CH:16]=[C:25]2/[C:26](=[O:31])[NH:27][C:28](=[O:30])[CH2:29]/2)=[CH:13][CH:12]=1. The yield is 0.990. (2) The reactants are C([O:3][C:4]([C:6]1([C:9]2[CH:14]=[CH:13][C:12]([C:15]3[CH:20]=[CH:19][C:18]([C:21]4[S:22][C:23]([F:40])=[CH:24][C:25]=4[NH:26][C:27]([O:29][CH:30]([C:32]4[CH:37]=[CH:36][C:35]([Cl:38])=[CH:34][C:33]=4[F:39])[CH3:31])=[O:28])=[CH:17][CH:16]=3)=[CH:11][CH:10]=2)[CH2:8][CH2:7]1)=[O:5])C.[OH-].[Na+].Cl. The catalyst is C(O)(C)C. The product is [Cl:38][C:35]1[CH:36]=[CH:37][C:32]([CH:30]([O:29][C:27]([NH:26][C:25]2[CH:24]=[C:23]([F:40])[S:22][C:21]=2[C:18]2[CH:19]=[CH:20][C:15]([C:12]3[CH:13]=[CH:14][C:9]([C:6]4([C:4]([OH:5])=[O:3])[CH2:8][CH2:7]4)=[CH:10][CH:11]=3)=[CH:16][CH:17]=2)=[O:28])[CH3:31])=[C:33]([F:39])[CH:34]=1. The yield is 0.560. (3) The reactants are [CH:1]1[C:6]([OH:7])=[CH:5][CH:4]=[CH:3][C:2]=1[CH3:8].C1(P(C2C=CC=CC=2)C2C=CC=CC=2)C=CC=CC=1.O[C@@H:29]([CH3:34])[C:30]([O:32][CH3:33])=[O:31].CC(OC(/N=N/C(OC(C)C)=O)=O)C. The catalyst is C1COCC1.C(OCC)(=O)C. The product is [C:2]1([CH3:8])[CH:3]=[CH:4][CH:5]=[C:6]([O:7][C@H:29]([CH3:34])[C:30]([O:32][CH3:33])=[O:31])[CH:1]=1. The yield is 0.460.